This data is from Full USPTO retrosynthesis dataset with 1.9M reactions from patents (1976-2016). The task is: Predict the reactants needed to synthesize the given product. (1) Given the product [Cl:27][C:18]1[CH:19]=[C:20]([S:23]([CH3:26])(=[O:25])=[O:24])[CH:21]=[CH:22][C:17]=1[S:16][C:8]1[N:9]2[C:14]([CH:13]=[CH:12][C:11]([F:15])=[CH:10]2)=[C:6]([CH2:5][C:4]([OH:29])=[O:3])[C:7]=1[CH3:28].[Cl:44][C:41]1[C:40]([F:45])=[CH:39][N:38]2[C:43]([CH:42]=1)=[C:35]([CH2:34][C:33]([OH:59])=[O:32])[C:36]([CH3:58])=[C:37]2[S:46][C:47]1[CH:52]=[CH:51][C:50]([S:53]([CH3:56])(=[O:54])=[O:55])=[CH:49][C:48]=1[Cl:57], predict the reactants needed to synthesize it. The reactants are: C([O:3][C:4](=[O:29])[CH2:5][C:6]1[C:7]([CH3:28])=[C:8]([S:16][C:17]2[CH:22]=[CH:21][C:20]([S:23]([CH3:26])(=[O:25])=[O:24])=[CH:19][C:18]=2[Cl:27])[N:9]2[C:14]=1[CH:13]=[CH:12][C:11]([F:15])=[CH:10]2)C.C([O:32][C:33](=[O:59])[CH2:34][C:35]1[C:36]([CH3:58])=[C:37]([S:46][C:47]2[CH:52]=[CH:51][C:50]([S:53]([CH3:56])(=[O:55])=[O:54])=[CH:49][C:48]=2[Cl:57])[N:38]2[C:43]=1[CH:42]=[C:41]([Cl:44])[C:40]([F:45])=[CH:39]2)C.C(O)C.[OH-].[Li+]. (2) Given the product [CH2:1]([O:4][C:20](=[O:21])[CH2:19][C:17]1[CH:18]=[C:13]([Br:12])[CH:14]=[CH:15][C:16]=1[F:23])[CH:2]=[CH2:3], predict the reactants needed to synthesize it. The reactants are: [CH2:1]([OH:4])[CH:2]=[CH2:3].C(N(CC)CC)C.[Br:12][C:13]1[CH:14]=[CH:15][C:16]([F:23])=[C:17]([CH2:19][C:20](Cl)=[O:21])[CH:18]=1. (3) Given the product [NH2:17][C:15]1[CH:14]=[C:13]([Cl:18])[N:12]=[C:11]([NH:1][C:2]2[CH:9]=[CH:8][C:5]([C:6]#[N:7])=[CH:4][CH:3]=2)[N:16]=1, predict the reactants needed to synthesize it. The reactants are: [NH2:1][C:2]1[CH:9]=[CH:8][C:5]([C:6]#[N:7])=[CH:4][CH:3]=1.Cl[C:11]1[N:16]=[C:15]([NH2:17])[CH:14]=[C:13]([Cl:18])[N:12]=1. (4) The reactants are: [CH:1]12[NH:12][CH:9]([CH2:10][CH2:11]1)[CH2:8][C:7]1[CH:6]=[CH:5][C:4]([NH2:13])=[CH:3][C:2]2=1.Cl[C:15]1[N:20]=[C:19]([NH:21][C:22]2[CH:31]=[CH:30][CH:29]=[CH:28][C:23]=2[C:24]([NH:26][CH3:27])=[O:25])[C:18]([Cl:32])=[CH:17][N:16]=1. Given the product [CH:1]12[NH:12][CH:9]([CH2:10][CH2:11]1)[CH2:8][C:7]1[CH:6]=[CH:5][C:4]([NH:13][C:15]3[N:20]=[C:19]([NH:21][C:22]4[CH:31]=[CH:30][CH:29]=[CH:28][C:23]=4[C:24]([NH:26][CH3:27])=[O:25])[C:18]([Cl:32])=[CH:17][N:16]=3)=[CH:3][C:2]2=1, predict the reactants needed to synthesize it.